The task is: Regression. Given a peptide amino acid sequence and an MHC pseudo amino acid sequence, predict their binding affinity value. This is MHC class I binding data.. This data is from Peptide-MHC class I binding affinity with 185,985 pairs from IEDB/IMGT. The peptide sequence is LVGSSGLSRY. The MHC is Patr-B0101 with pseudo-sequence Patr-B0101. The binding affinity (normalized) is 0.164.